From a dataset of Peptide-MHC class II binding affinity with 134,281 pairs from IEDB. Regression. Given a peptide amino acid sequence and an MHC pseudo amino acid sequence, predict their binding affinity value. This is MHC class II binding data. (1) The peptide sequence is CGSYVTKTSGSAASM. The MHC is DRB1_1101 with pseudo-sequence DRB1_1101. The binding affinity (normalized) is 0.797. (2) The peptide sequence is LVDANGTLHDKKSMG. The MHC is DRB4_0101 with pseudo-sequence DRB4_0103. The binding affinity (normalized) is 0.